From a dataset of Catalyst prediction with 721,799 reactions and 888 catalyst types from USPTO. Predict which catalyst facilitates the given reaction. (1) Product: [F:12][C:11]([F:14])([F:13])[C:10]([NH:1][CH2:2][CH2:3][CH2:4][CH2:5][OH:6])=[O:9]. Reactant: [NH2:1][CH2:2][CH2:3][CH2:4][CH2:5][OH:6].C([O:9][C:10](=O)[C:11]([F:14])([F:13])[F:12])C. The catalyst class is: 8. (2) Reactant: [CH2:1]([O:8][C:9]1[CH:14]=[CH:13][CH:12]=[CH:11][C:10]=1[C:15](=O)[CH3:16])[C:2]1[CH:7]=[CH:6][CH:5]=[CH:4][CH:3]=1.C(O[NH:23][C@H:24]([CH:34]=O)[C:25](=C=O)[C:26]1[CH:31]=[CH:30][CH:29]=[CH:28][CH:27]=1)(C)(C)C.[C:36]([CH2:38][C:39]([O:41][C:42]([CH3:45])([CH3:44])[CH3:43])=[O:40])#[N:37].[C:46]([O-:49])(=[O:48])C.[NH4+:50]. Product: [NH2:37][C:36]1[NH:50][C:15]([C:10]2[CH:11]=[CH:12][CH:13]=[CH:14][C:9]=2[O:8][CH2:1][C:2]2[CH:7]=[CH:6][CH:5]=[CH:4][CH:3]=2)=[CH:16][CH:34]([CH:24]([NH:23][C:46]([O:49][C:2]([CH3:7])([CH3:3])[CH3:1])=[O:48])[CH2:25][C:26]2[CH:27]=[CH:28][CH:29]=[CH:30][CH:31]=2)[C:38]=1[C:39]([O:41][C:42]([CH3:45])([CH3:44])[CH3:43])=[O:40]. The catalyst class is: 57. (3) The catalyst class is: 134. Reactant: [H-].[Na+].CS(O[C@@H:8]([CH2:28][O:29][Si:30]([C:33]([CH3:36])([CH3:35])[CH3:34])([CH3:32])[CH3:31])[C@H:9]([NH:20][C:21]([O:23][C:24]([CH3:27])([CH3:26])[CH3:25])=[O:22])[C:10]1[CH:15]=[CH:14][C:13]([C:16]([F:19])([F:18])[F:17])=[CH:12][CH:11]=1)(=O)=O.CCOC(C)=O.CO. Product: [Si:30]([O:29][CH2:28][C@H:8]1[C@@H:9]([C:10]2[CH:15]=[CH:14][C:13]([C:16]([F:19])([F:18])[F:17])=[CH:12][CH:11]=2)[N:20]1[C:21]([O:23][C:24]([CH3:27])([CH3:26])[CH3:25])=[O:22])([C:33]([CH3:36])([CH3:35])[CH3:34])([CH3:32])[CH3:31]. (4) Reactant: [Cl:1][C:2]1[CH:7]=[CH:6][C:5]([C@H:8]([C@@H:12]([CH3:17])[C:13]([F:16])([F:15])[F:14])[C:9]([OH:11])=O)=[CH:4][CH:3]=1.[NH2:18][C:19]1[CH:20]=[C:21]([CH:26]([CH:35]2[CH2:38][C:37]([F:40])([F:39])[CH2:36]2)[CH2:27][C:28]([O:30][C:31]([CH3:34])([CH3:33])[CH3:32])=[O:29])[CH:22]=[CH:23][C:24]=1[Cl:25].F[P-](F)(F)(F)(F)F.N1(OC(N(C)C)=[N+](C)C)C2N=CC=CC=2N=N1.N1C=CC=CC=1. Product: [Cl:25][C:24]1[CH:23]=[CH:22][C:21]([CH:26]([CH:35]2[CH2:36][C:37]([F:40])([F:39])[CH2:38]2)[CH2:27][C:28]([O:30][C:31]([CH3:34])([CH3:33])[CH3:32])=[O:29])=[CH:20][C:19]=1[NH:18][C:9](=[O:11])[C@H:8]([C:5]1[CH:4]=[CH:3][C:2]([Cl:1])=[CH:7][CH:6]=1)[C@@H:12]([CH3:17])[C:13]([F:16])([F:15])[F:14]. The catalyst class is: 3. (5) Reactant: [Br:1][C:2]1[N:7]=[C:6]([C@@:8]2([CH:15]([F:17])[F:16])[NH:13][C:12](=S)[CH2:11][O:10][CH2:9]2)[C:5]([F:18])=[CH:4][CH:3]=1.[NH3:19]. Product: [Br:1][C:2]1[N:7]=[C:6]([C@:8]2([CH:15]([F:17])[F:16])[CH2:9][O:10][CH2:11][C:12]([NH2:19])=[N:13]2)[C:5]([F:18])=[CH:4][CH:3]=1. The catalyst class is: 125. (6) Reactant: [S-:1][C:2]#[N:3].[Na+].[F:5][C:6]1[CH:11]=[CH:10][C:9]([CH2:12][C:13](Cl)=[O:14])=[CH:8][CH:7]=1.[F:16][C:17]1[CH:18]=[C:19]([NH2:33])[CH:20]=[CH:21][C:22]=1[O:23][C:24]1[C:29]2=[CH:30][CH:31]=[CH:32][N:28]2[N:27]=[CH:26][N:25]=1. Product: [F:16][C:17]1[CH:18]=[C:19]([NH:33][C:2]([NH:3][C:13](=[O:14])[CH2:12][C:9]2[CH:10]=[CH:11][C:6]([F:5])=[CH:7][CH:8]=2)=[S:1])[CH:20]=[CH:21][C:22]=1[O:23][C:24]1[C:29]2=[CH:30][CH:31]=[CH:32][N:28]2[N:27]=[CH:26][N:25]=1. The catalyst class is: 866. (7) Reactant: [CH:1](=[O:19])[CH2:2][CH2:3][CH2:4][CH2:5][CH2:6][CH2:7][CH2:8][CH2:9][CH2:10][CH2:11][CH2:12][CH2:13][CH2:14][CH2:15][CH2:16][CH2:17][CH3:18].[CH2:20]([Mg]Br)[CH2:21][CH2:22][CH2:23][CH2:24][CH2:25][CH2:26][CH2:27][CH2:28][CH3:29].C(OCC)C. Product: [CH3:20][CH2:21][CH2:22][CH2:23][CH2:24][CH2:25][CH2:26][CH2:27][CH2:28][CH2:29][CH:1]([OH:19])[CH2:2][CH2:3][CH2:4][CH2:5][CH2:6][CH2:7][CH2:8][CH2:9][CH2:10][CH2:11][CH2:12][CH2:13][CH2:14][CH2:15][CH2:16][CH2:17][CH3:18]. The catalyst class is: 7.